Dataset: NCI-60 drug combinations with 297,098 pairs across 59 cell lines. Task: Regression. Given two drug SMILES strings and cell line genomic features, predict the synergy score measuring deviation from expected non-interaction effect. (1) Drug 1: CC1CCC2CC(C(=CC=CC=CC(CC(C(=O)C(C(C(=CC(C(=O)CC(OC(=O)C3CCCCN3C(=O)C(=O)C1(O2)O)C(C)CC4CCC(C(C4)OC)OCCO)C)C)O)OC)C)C)C)OC. Drug 2: CC1C(C(CC(O1)OC2CC(CC3=C2C(=C4C(=C3O)C(=O)C5=CC=CC=C5C4=O)O)(C(=O)C)O)N)O. Cell line: HOP-62. Synergy scores: CSS=47.5, Synergy_ZIP=-4.02, Synergy_Bliss=-1.80, Synergy_Loewe=3.39, Synergy_HSA=4.40. (2) Drug 1: CCCS(=O)(=O)NC1=C(C(=C(C=C1)F)C(=O)C2=CNC3=C2C=C(C=N3)C4=CC=C(C=C4)Cl)F. Drug 2: C1CCC(C(C1)N)N.C(=O)(C(=O)[O-])[O-].[Pt+4]. Cell line: A498. Synergy scores: CSS=18.8, Synergy_ZIP=-3.25, Synergy_Bliss=6.46, Synergy_Loewe=-4.55, Synergy_HSA=6.30. (3) Drug 1: C1=CC(=CC=C1CC(C(=O)O)N)N(CCCl)CCCl.Cl. Drug 2: N.N.Cl[Pt+2]Cl. Cell line: MCF7. Synergy scores: CSS=5.33, Synergy_ZIP=-5.29, Synergy_Bliss=0.0978, Synergy_Loewe=-15.5, Synergy_HSA=-4.05. (4) Drug 1: C1=C(C(=O)NC(=O)N1)F. Drug 2: CC1CC(C(C(C=C(C(C(C=CC=C(C(=O)NC2=CC(=O)C(=C(C1)C2=O)OC)C)OC)OC(=O)N)C)C)O)OC. Cell line: OVCAR3. Synergy scores: CSS=44.8, Synergy_ZIP=0.205, Synergy_Bliss=0.449, Synergy_Loewe=3.25, Synergy_HSA=5.52. (5) Drug 1: CS(=O)(=O)C1=CC(=C(C=C1)C(=O)NC2=CC(=C(C=C2)Cl)C3=CC=CC=N3)Cl. Drug 2: COCCOC1=C(C=C2C(=C1)C(=NC=N2)NC3=CC=CC(=C3)C#C)OCCOC.Cl. Cell line: HCT116. Synergy scores: CSS=1.53, Synergy_ZIP=-0.799, Synergy_Bliss=-0.449, Synergy_Loewe=-1.92, Synergy_HSA=-1.92.